From a dataset of Reaction yield outcomes from USPTO patents with 853,638 reactions. Predict the reaction yield, written as a fraction of the theoretical maximum amount of product (1.0 means a 100% yield; for example, 0.34 means a 34% yield). (1) The reactants are Br[C:2]1[CH:3]=[CH:4][C:5]([O:8][C:9]2[CH:10]=[C:11]([CH:26]=[CH:27][CH:28]=2)[CH:12]=[C:13]2[CH2:18][CH2:17][N:16]([C:19]([O:21][C:22]([CH3:25])([CH3:24])[CH3:23])=[O:20])[CH2:15][CH2:14]2)=[N:6][CH:7]=1.O1CCOCC1.[B:35]1([B:35]2[O:39][C:38]([CH3:41])([CH3:40])[C:37]([CH3:43])([CH3:42])[O:36]2)[O:39][C:38]([CH3:41])([CH3:40])[C:37]([CH3:43])([CH3:42])[O:36]1.P([O-])([O-])([O-])=O.[K+].[K+].[K+]. The catalyst is C1(C)C=CC=CC=1. The product is [CH3:42][C:37]1([CH3:43])[C:38]([CH3:41])([CH3:40])[O:39][B:35]([C:2]2[CH:3]=[CH:4][C:5]([O:8][C:9]3[CH:10]=[C:11]([CH:26]=[CH:27][CH:28]=3)[CH:12]=[C:13]3[CH2:18][CH2:17][N:16]([C:19]([O:21][C:22]([CH3:25])([CH3:24])[CH3:23])=[O:20])[CH2:15][CH2:14]3)=[N:6][CH:7]=2)[O:36]1. The yield is 0.910. (2) The reactants are [O:1]1[C:5]2[CH:6]=[CH:7][C:8]([C:10]3[O:11][CH:12]=[C:13]([C:15]([O:17]CC)=[O:16])[N:14]=3)=[CH:9][C:4]=2[CH2:3][CH2:2]1.[Li+].[OH-]. The catalyst is C1COCC1.O. The product is [O:1]1[C:5]2[CH:6]=[CH:7][C:8]([C:10]3[O:11][CH:12]=[C:13]([C:15]([OH:17])=[O:16])[N:14]=3)=[CH:9][C:4]=2[CH2:3][CH2:2]1. The yield is 0.400. (3) The reactants are [C:1]1([C:11]2[CH:16]=[CH:15][CH:14]=[CH:13][CH:12]=2)[CH:6]=[CH:5][C:4]([CH2:7][C:8](O)=[O:9])=[CH:3][CH:2]=1. The catalyst is C1COCC1. The product is [C:1]1([C:11]2[CH:12]=[CH:13][CH:14]=[CH:15][CH:16]=2)[CH:2]=[CH:3][C:4]([CH2:7][CH2:8][OH:9])=[CH:5][CH:6]=1. The yield is 0.780. (4) The reactants are Br[C:2]1[CH:7]=[CH:6][C:5]([C:8]2[CH:9]=[C:10]3[C:30]([C:31]([CH3:34])([CH3:33])[CH:32]=2)=[C:29]2[C:12]([CH:13]=[C:14]4[C:27](=[CH:28]2)[C:26]2[CH:25]=[CH:24][CH:23]=[CH:22][C:21]=2[C:20]2[CH:19]=[CH:18][CH:17]=[CH:16][C:15]4=2)=[CH:11]3)=[CH:4][CH:3]=1.[B:35]1([B:35]2[O:39][C:38]([CH3:41])([CH3:40])[C:37]([CH3:43])([CH3:42])[O:36]2)[O:39][C:38]([CH3:41])([CH3:40])[C:37]([CH3:43])([CH3:42])[O:36]1.C([O-])(=O)C.[K+]. The catalyst is C1C=CC([P]([Pd]([P](C2C=CC=CC=2)(C2C=CC=CC=2)C2C=CC=CC=2)([P](C2C=CC=CC=2)(C2C=CC=CC=2)C2C=CC=CC=2)[P](C2C=CC=CC=2)(C2C=CC=CC=2)C2C=CC=CC=2)(C2C=CC=CC=2)C2C=CC=CC=2)=CC=1.O1CCOCC1. The product is [CH3:33][C:31]1([CH3:34])[C:30]2[C:10]([CH:11]=[C:12]3[C:29]=2[CH:28]=[C:27]2[C:14]([C:15]4[CH:16]=[CH:17][CH:18]=[CH:19][C:20]=4[C:21]4[CH:22]=[CH:23][CH:24]=[CH:25][C:26]=42)=[CH:13]3)=[CH:9][C:8]([C:5]2[CH:4]=[CH:3][C:2]([B:35]3[O:39][C:38]([CH3:41])([CH3:40])[C:37]([CH3:43])([CH3:42])[O:36]3)=[CH:7][CH:6]=2)=[CH:32]1. The yield is 0.730.